This data is from Peptide-MHC class II binding affinity with 134,281 pairs from IEDB. The task is: Regression. Given a peptide amino acid sequence and an MHC pseudo amino acid sequence, predict their binding affinity value. This is MHC class II binding data. (1) The peptide sequence is VTKTSGSAASMVNGV. The MHC is DRB5_0101 with pseudo-sequence DRB5_0101. The binding affinity (normalized) is 0. (2) The peptide sequence is HHLVEFEPPHAATIR. The MHC is DRB4_0101 with pseudo-sequence DRB4_0103. The binding affinity (normalized) is 0.195.